Predict the reactants needed to synthesize the given product. From a dataset of Full USPTO retrosynthesis dataset with 1.9M reactions from patents (1976-2016). Given the product [Cl:1][C:2]1[CH:7]=[C:6]([F:8])[CH:5]=[CH:4][C:3]=1[N:9]1[CH2:14][CH2:13][NH:12][CH2:11][C:10]1=[O:28], predict the reactants needed to synthesize it. The reactants are: [Cl:1][C:2]1[CH:7]=[C:6]([F:8])[CH:5]=[CH:4][C:3]=1[N:9]1[CH2:14][CH2:13][N:12](C(C2C=CC=C(C(F)(F)F)C=2Cl)=O)[CH2:11][C:10]1=[O:28].N1CCNCC1=O.ClC1C=C(F)C=CC=1I.CNC1CCCCC1NC.P([O-])([O-])([O-])=O.[K+].[K+].[K+].